This data is from Catalyst prediction with 721,799 reactions and 888 catalyst types from USPTO. The task is: Predict which catalyst facilitates the given reaction. (1) The catalyst class is: 228. Reactant: [F:1][C:2]1[CH:9]=[C:8]([C:10]([F:13])([F:12])[F:11])[CH:7]=[CH:6][C:3]=1[CH:4]=O.C(O)(=O)[CH2:15][C:16]([OH:18])=[O:17].N1CCCCC1.Cl. Product: [F:1][C:2]1[CH:9]=[C:8]([C:10]([F:13])([F:12])[F:11])[CH:7]=[CH:6][C:3]=1[CH:4]=[CH:15][C:16]([OH:18])=[O:17]. (2) Reactant: [CH3:1][O:2][C:3]1[C:4]2[N:5]([N:15]=[CH:16][C:17]=2[C:18]#[C:19][C:20]2[CH:25]=[CH:24][N:23]=[C:22]([NH2:26])[CH:21]=2)[CH:6]=[C:7]([C:9]2[CH:10]=[N:11][N:12]([CH3:14])[CH:13]=2)[CH:8]=1.[CH3:27][O:28][C:29]1[CH:30]=[C:31]([S:35](Cl)(=[O:37])=[O:36])[CH:32]=[CH:33][CH:34]=1. Product: [CH3:27][O:28][C:29]1[CH:30]=[C:31]([S:35]([NH:26][C:22]2[CH:21]=[C:20]([C:19]#[C:18][C:17]3[CH:16]=[N:15][N:5]4[CH:6]=[C:7]([C:9]5[CH:10]=[N:11][N:12]([CH3:14])[CH:13]=5)[CH:8]=[C:3]([O:2][CH3:1])[C:4]=34)[CH:25]=[CH:24][N:23]=2)(=[O:37])=[O:36])[CH:32]=[CH:33][CH:34]=1. The catalyst class is: 17. (3) Product: [CH2:12]([O:19][CH:20]1[CH2:25][CH2:24][C:23]([N:28]([CH3:30])[CH3:29])([C:2]2[S:3][CH:4]=[CH:5][CH:6]=2)[CH2:22][CH2:21]1)[C:13]1[CH:18]=[CH:17][CH:16]=[CH:15][CH:14]=1. Reactant: I[C:2]1[S:3][CH:4]=[CH:5][CH:6]=1.C([Mg]Cl)(C)C.[CH2:12]([O:19][CH:20]1[CH2:25][CH2:24][C:23]([N:28]([CH3:30])[CH3:29])(C#N)[CH2:22][CH2:21]1)[C:13]1[CH:18]=[CH:17][CH:16]=[CH:15][CH:14]=1.[Cl-].[NH4+]. The catalyst class is: 7. (4) Reactant: [NH2:1]/[C:2](/[C:20]1[CH:25]=[CH:24][CH:23]=[CH:22][N:21]=1)=[N:3]\[NH:4][C:5]([CH:7]1[CH2:12][CH2:11][N:10]([C:13]([O:15][C:16]([CH3:19])([CH3:18])[CH3:17])=[O:14])[CH2:9][CH2:8]1)=O. Product: [N:21]1[CH:22]=[CH:23][CH:24]=[CH:25][C:20]=1[C:2]1[NH:3][N:4]=[C:5]([CH:7]2[CH2:12][CH2:11][N:10]([C:13]([O:15][C:16]([CH3:19])([CH3:18])[CH3:17])=[O:14])[CH2:9][CH2:8]2)[N:1]=1. The catalyst class is: 8.